From a dataset of Catalyst prediction with 721,799 reactions and 888 catalyst types from USPTO. Predict which catalyst facilitates the given reaction. (1) The catalyst class is: 7. Reactant: [H-].[Na+].[O:3]1[C:7]2([CH2:12][CH2:11][CH2:10][CH:9]([CH2:13][OH:14])[CH2:8]2)OCC1.F[C:16]1[CH:21]=[CH:20][C:19]([S:22]([NH2:25])(=[O:24])=[O:23])=[CH:18][C:17]=1[N+:26]([O-:28])=[O:27].O. Product: [N+:26]([C:17]1[CH:18]=[C:19]([S:22]([NH2:25])(=[O:23])=[O:24])[CH:20]=[CH:21][C:16]=1[O:14][CH2:13][CH:9]1[CH2:10][CH2:11][CH2:12][C:7](=[O:3])[CH2:8]1)([O-:28])=[O:27]. (2) Reactant: Br[C:2]1[N:7]=[C:6]2[N:8]([CH2:11][C:12]3[CH:28]=[CH:27][C:15]4[N:16]=[C:17]([NH:19][C@@H:20]5[CH2:25][CH2:24][CH2:23][CH2:22][C@H:21]5[OH:26])[S:18][C:14]=4[CH:13]=3)[CH:9]=[N:10][C:5]2=[CH:4][CH:3]=1.[CH3:29][S:30]([O-:32])=[O:31].[Na+].CN(C)CCN. Product: [CH3:29][S:30]([C:2]1[N:7]=[C:6]2[N:8]([CH2:11][C:12]3[CH:28]=[CH:27][C:15]4[N:16]=[C:17]([NH:19][C@@H:20]5[CH2:25][CH2:24][CH2:23][CH2:22][C@H:21]5[OH:26])[S:18][C:14]=4[CH:13]=3)[CH:9]=[N:10][C:5]2=[CH:4][CH:3]=1)(=[O:32])=[O:31]. The catalyst class is: 16. (3) Reactant: C1CCN2C(=NCCC2)CC1.[C:12]1([CH2:18][CH2:19][CH:20]=[O:21])[CH:17]=[CH:16][CH:15]=[CH:14][CH:13]=1.[N:22]([C:24]1[CH:29]=[CH:28][CH:27]=[CH:26][CH:25]=1)=[O:23]. Product: [OH:23][N:22]([C:24]1[CH:29]=[CH:28][CH:27]=[CH:26][CH:25]=1)[C:20](=[O:21])[CH2:19][CH2:18][C:12]1[CH:17]=[CH:16][CH:15]=[CH:14][CH:13]=1. The catalyst class is: 4. (4) Reactant: [OH-].[Na+].[CH2:3]([O:10][C:11]1[CH:18]=[CH:17][C:14]([CH:15]=O)=[CH:13][CH:12]=1)[C:4]1[CH:9]=[CH:8][CH:7]=[CH:6][CH:5]=1.[CH3:19][C:20]([CH:22]1[CH2:24][CH2:23]1)=[O:21]. Product: [CH2:3]([O:10][C:11]1[CH:18]=[CH:17][C:14](/[CH:15]=[CH:19]/[C:20]([CH:22]2[CH2:24][CH2:23]2)=[O:21])=[CH:13][CH:12]=1)[C:4]1[CH:9]=[CH:8][CH:7]=[CH:6][CH:5]=1. The catalyst class is: 88. (5) Reactant: Cl.Cl[C:3]1[S:4][C:5]2[C:6]([N:11]=1)=[N:7][CH:8]=[CH:9][CH:10]=2.C([O-])([O-])=O.[K+].[K+].[OH:18][CH2:19][C:20]1[CH:25]=[CH:24][C:23]([OH:26])=[CH:22][CH:21]=1. Product: [S:4]1[C:5]2[C:6](=[N:7][CH:8]=[CH:9][CH:10]=2)[N:11]=[C:3]1[O:26][C:23]1[CH:24]=[CH:25][C:20]([CH2:19][OH:18])=[CH:21][CH:22]=1. The catalyst class is: 23. (6) Reactant: [N+:1]([C:4]1[CH:17]=[CH:16][C:7]([O:8][CH2:9][CH2:10][N:11]2[CH:15]=[N:14][CH:13]=[N:12]2)=[CH:6][CH:5]=1)([O-])=O.[Cl-].[Ca+2].[Cl-]. Product: [N:11]1([CH2:10][CH2:9][O:8][C:7]2[CH:16]=[CH:17][C:4]([NH2:1])=[CH:5][CH:6]=2)[CH:15]=[N:14][CH:13]=[N:12]1. The catalyst class is: 8. (7) Reactant: [OH:1][CH2:2][CH:3]1[CH2:8][CH2:7][N:6]([CH2:9][CH2:10][O:11][C:12]2[CH:17]=[CH:16][C:15]([OH:18])=[CH:14][CH:13]=2)[CH2:5][CH2:4]1.BrC[CH2:21][O:22][C:23]1[CH:28]=[CH:27][C:26](O)=[CH:25][CH:24]=1.[N:30]1(CO)CCCCC1.C(N(CC)C(C)C)(C)C. Product: [O:22]1[C:23]2[CH:28]=[CH:27][CH:26]=[CH:25][C:24]=2[N:30]=[C:21]1[O:18][C:15]1[CH:16]=[CH:17][C:12]([O:11][CH2:10][CH2:9][N:6]2[CH2:5][CH2:4][CH:3]([CH2:2][OH:1])[CH2:8][CH2:7]2)=[CH:13][CH:14]=1. The catalyst class is: 496. (8) Reactant: [C:1](#[N:8])[C:2]1[CH:7]=[CH:6][CH:5]=[CH:4][CH:3]=1.[CH:9]1([C:12](=[O:19])[CH2:13][C:14](C2CC2)=O)C[CH2:10]1.O.[NH2:21][NH2:22]. Product: [CH3:10][C:9]1[C:12]([O:19][C:5]2[CH:6]=[CH:7][C:2]([C:1]#[N:8])=[CH:3][CH:4]=2)=[C:13]([CH3:14])[NH:22][N:21]=1. The catalyst class is: 15. (9) Reactant: C[O:2][C:3]([C:5]1[NH:6][C:7]2[C:12]([CH:13]=1)=[CH:11][CH:10]=[C:9]([C:14]#[N:15])[CH:8]=2)=[O:4].[OH-].[Na+]. Product: [C:14]([C:9]1[CH:8]=[C:7]2[C:12]([CH:13]=[C:5]([C:3]([OH:4])=[O:2])[NH:6]2)=[CH:11][CH:10]=1)#[N:15]. The catalyst class is: 5.